Dataset: Forward reaction prediction with 1.9M reactions from USPTO patents (1976-2016). Task: Predict the product of the given reaction. Given the reactants [CH3:1][C:2]1[C:7]([CH3:8])=[CH:6][C:5]2[N:9]([C@H:12]3[O:16][C@H:15]([CH2:17][OH:18])[C@@H:14]([O:19][P:20]([O:23][C@@H:24]([CH2:26][NH:27][C:28]([CH2:30][CH2:31][C@@:32]4([CH3:89])[C:48]5=[N:49][C@@H:34]([C@:35]6([CH3:84])[N-:73][C:38](=[C:39]([CH3:72])[C:40]7[C@:61]([CH2:63][C:64]([NH2:66])=[O:65])([CH3:62])[C@H:60]([CH2:67][CH2:68][C:69]([NH2:71])=[O:70])[C:42](=[CH:43][C:44]8[C:52]([CH3:54])([CH3:53])[C@H:51]([CH2:55][CH2:56][C:57]([NH2:59])=[O:58])[C:46](=[C:47]5[CH3:50])[N:45]=8)[N:41]=7)[C@@H:37]([CH2:74][CH2:75][C:76]([NH2:78])=[O:77])[C@@:36]6([CH2:80][C:81]([NH2:83])=[O:82])[CH3:79])[C@@H:33]4[CH2:85][C:86]([NH2:88])=[O:87])=[O:29])[CH3:25])([O-:22])=[O:21])[C@H:13]3[OH:90])[CH:10]=[N:11][C:4]=2[CH:3]=1.[C-]#N.[Co+3].O.O.O.O.O.O.[Co:100](Cl)Cl.[BH4-].[Na+].[Br-].C[S+](C)(C)=O, predict the reaction product. The product is: [CH3-:1].[CH3:1][C:2]1[C:7]([CH3:8])=[CH:6][C:5]2[N:9]([C@H:12]3[O:16][C@H:15]([CH2:17][OH:18])[C@@H:14]([O:19][P:20]([O:23][CH:24]([CH2:26][NH:27][C:28]([CH2:30][CH2:31][C@@:32]4([CH3:89])[C:48]5=[N:49][C@@H:34]([C@:35]6([CH3:84])[N-:73][C:38](=[C:39]([CH3:72])[C:40]7[C@:61]([CH2:63][C:64]([NH2:66])=[O:65])([CH3:62])[C@H:60]([CH2:67][CH2:68][C:69]([NH2:71])=[O:70])[C:42](=[CH:43][C:44]8[C:52]([CH3:54])([CH3:53])[C@H:51]([CH2:55][CH2:56][C:57]([NH2:59])=[O:58])[C:46](=[C:47]5[CH3:50])[N:45]=8)[N:41]=7)[C@@H:37]([CH2:74][CH2:75][C:76]([NH2:78])=[O:77])[C@@:36]6([CH2:80][C:81]([NH2:83])=[O:82])[CH3:79])[C@@H:33]4[CH2:85][C:86]([NH2:88])=[O:87])=[O:29])[CH3:25])([O-:22])=[O:21])[C@H:13]3[OH:90])[CH:10]=[N:11][C:4]=2[CH:3]=1.[Co+3:100].